Dataset: Catalyst prediction with 721,799 reactions and 888 catalyst types from USPTO. Task: Predict which catalyst facilitates the given reaction. (1) Reactant: [F:1][C:2]([F:23])([F:22])[CH2:3][S:4][C:5]1[N:10]=[C:9]([N:11]2[C:20](=[O:21])[C:19]3[C:14](=[CH:15][CH:16]=[CH:17][CH:18]=3)[N:13]=[CH:12]2)[CH:8]=[CH:7][N:6]=1.ClC1C=C(C=CC=1)C(OO)=[O:29]. Product: [F:23][C:2]([F:1])([F:22])[CH2:3][S:4]([C:5]1[N:10]=[C:9]([N:11]2[C:20](=[O:21])[C:19]3[C:14](=[CH:15][CH:16]=[CH:17][CH:18]=3)[N:13]=[CH:12]2)[CH:8]=[CH:7][N:6]=1)=[O:29]. The catalyst class is: 22. (2) Reactant: [OH:1][C:2]1[N:7]=[C:6]([C:8]2[C:16]3[C:11](=[N:12][CH:13]=[C:14]([C:17]([F:20])([F:19])[F:18])[CH:15]=3)[N:10]([S:21]([C:24]3[CH:30]=[CH:29][C:27]([CH3:28])=[CH:26][CH:25]=3)(=[O:23])=[O:22])[CH:9]=2)[C:5]([C:31]#[N:32])=[CH:4][N:3]=1.CC(C)([O-])C.[K+].[CH2:39]([O:41][P:42](Cl)([O:44][CH2:45][CH3:46])=[O:43])[CH3:40].C([O-])(O)=O.[Na+]. Product: [P:42]([O:44][CH2:45][CH3:46])([O:41][CH2:39][CH3:40])([O:1][C:2]1[N:7]=[C:6]([C:8]2[C:16]3[C:11](=[N:12][CH:13]=[C:14]([C:17]([F:18])([F:20])[F:19])[CH:15]=3)[N:10]([S:21]([C:24]3[CH:30]=[CH:29][C:27]([CH3:28])=[CH:26][CH:25]=3)(=[O:23])=[O:22])[CH:9]=2)[C:5]([C:31]#[N:32])=[CH:4][N:3]=1)=[O:43]. The catalyst class is: 1. (3) Reactant: Cl[C:2]1[CH:3]=[CH:4][C:5]2[O:9][C:8]([CH3:10])=[N:7][C:6]=2[CH:11]=1.[F-].[Cs+].C1(P(C2CCCCC2)C2C=CC=CC=2C2C=CC=CC=2N(C)C)CCCCC1.[CH3:42][O:43][C:44]([C:46]1[CH:51]=[CH:50][C:49](B(O)O)=[CH:48][CH:47]=1)=[O:45]. Product: [CH3:10][C:8]1[O:9][C:5]2[CH:4]=[CH:3][C:2]([C:49]3[CH:50]=[CH:51][C:46]([C:44]([O:43][CH3:42])=[O:45])=[CH:47][CH:48]=3)=[CH:11][C:6]=2[N:7]=1. The catalyst class is: 231. (4) Reactant: [CH3:1][O:2][C:3]1[CH:11]=[CH:10][C:6]([C:7]([OH:9])=[O:8])=[CH:5][C:4]=1[N+:12]([O-:14])=[O:13].C(=O)(O)[O-].[Na+].[CH2:20](Br)[C:21]1[CH:26]=[CH:25][CH:24]=[CH:23][CH:22]=1.Cl. Product: [CH3:1][O:2][C:3]1[CH:11]=[CH:10][C:6]([C:7]([O:9][CH2:20][C:21]2[CH:26]=[CH:25][CH:24]=[CH:23][CH:22]=2)=[O:8])=[CH:5][C:4]=1[N+:12]([O-:14])=[O:13]. The catalyst class is: 3. (5) Reactant: [Br:1][C:2]1[CH:7]=[CH:6][C:5](I)=[CH:4][CH:3]=1.[CH:9]12[CH2:22][CH:13]([N:14]1[C:15]([O:17][C:18]([CH3:21])([CH3:20])[CH3:19])=[O:16])[CH2:12][NH:11][CH2:10]2.CC1(C)C2C(=C(P(C3C=CC=CC=3)C3C=CC=CC=3)C=CC=2)OC2C(P(C3C=CC=CC=3)C3C=CC=CC=3)=CC=CC1=2.CC(C)([O-])C.[Na+]. Product: [Br:1][C:2]1[CH:7]=[CH:6][C:5]([N:11]2[CH2:12][CH:13]3[CH2:22][CH:9]([N:14]3[C:15]([O:17][C:18]([CH3:21])([CH3:20])[CH3:19])=[O:16])[CH2:10]2)=[CH:4][CH:3]=1. The catalyst class is: 101. (6) Reactant: [N:1]1[CH:6]=[CH:5][CH:4]=[CH:3][C:2]=1[C:7]([NH:10][C:11]([NH:13][O:14][C:15]1[N:20]=[CH:19][C:18]2[N:21]=[C:22]([C:24]([F:27])([F:26])[F:25])[S:23][C:17]=2[CH:16]=1)=[O:12])([CH3:9])[CH3:8].C(=O)([O-])[O-].[K+].[K+].[CH2:34](I)[CH3:35].C(OCC)(=O)C. Product: [CH2:34]([N:13]([O:14][C:15]1[N:20]=[CH:19][C:18]2[N:21]=[C:22]([C:24]([F:26])([F:27])[F:25])[S:23][C:17]=2[CH:16]=1)[C:11]([NH:10][C:7]([C:2]1[CH:3]=[CH:4][CH:5]=[CH:6][N:1]=1)([CH3:8])[CH3:9])=[O:12])[CH3:35]. The catalyst class is: 9. (7) Reactant: [C:1]([NH2:4])(=[S:3])[CH3:2].Br[CH2:6][C:7]([C:9]1[CH:14]=[CH:13][C:12]([O:15][CH3:16])=[CH:11][CH:10]=1)=O. Product: [CH3:16][O:15][C:12]1[CH:13]=[CH:14][C:9]([C:7]2[N:4]=[C:1]([CH3:2])[S:3][CH:6]=2)=[CH:10][CH:11]=1. The catalyst class is: 6. (8) Reactant: [N:1]12[CH2:9][CH2:8][CH:5]([CH2:6][CH2:7]1)[NH:4][C:3](=O)[CH2:2]2.[H-].[Al+3].[Li+].[H-].[H-].[H-]. Product: [N:1]12[CH2:9][CH2:8][CH:5]([CH2:6][CH2:7]1)[NH:4][CH2:3][CH2:2]2. The catalyst class is: 12. (9) Reactant: [F:1][C:2]([F:21])([F:20])[CH:3]1[CH2:7][CH2:6][CH2:5][N:4]1[C:8]1[CH:9]=[CH:10][C:11]2[N:12]([C:14]([C:17](O)=[O:18])=[CH:15][N:16]=2)[N:13]=1.N[C:23]1[N:28]=[CH:27][CH:26]=[CH:25][N:24]=1.O.CC([N:33](C)C)=O. Product: [N:24]1[CH:25]=[CH:26][C:27]([NH:33][C:17]([C:14]2[N:12]3[N:13]=[C:8]([N:4]4[CH2:5][CH2:6][CH2:7][CH:3]4[C:2]([F:21])([F:20])[F:1])[CH:9]=[CH:10][C:11]3=[N:16][CH:15]=2)=[O:18])=[N:28][CH:23]=1. The catalyst class is: 12. (10) Reactant: [C:1]([O:5][C:6]([NH:8][C@@H:9]([C:11]([OH:13])=[O:12])[CH3:10])=[O:7])([CH3:4])([CH3:3])[CH3:2].CN(C)C=O.C([O-])([O-])=O.[K+].[K+].[CH2:25](Br)[C:26]1[CH:31]=[CH:30][CH:29]=[CH:28][CH:27]=1. Product: [CH2:25]([O:12][C:11](=[O:13])[C@@H:9]([CH3:10])[NH:8][C:6]([O:5][C:1]([CH3:2])([CH3:3])[CH3:4])=[O:7])[C:26]1[CH:31]=[CH:30][CH:29]=[CH:28][CH:27]=1. The catalyst class is: 6.